Regression. Given two drug SMILES strings and cell line genomic features, predict the synergy score measuring deviation from expected non-interaction effect. From a dataset of NCI-60 drug combinations with 297,098 pairs across 59 cell lines. (1) Drug 1: CCCCC(=O)OCC(=O)C1(CC(C2=C(C1)C(=C3C(=C2O)C(=O)C4=C(C3=O)C=CC=C4OC)O)OC5CC(C(C(O5)C)O)NC(=O)C(F)(F)F)O. Drug 2: CN(C(=O)NC(C=O)C(C(C(CO)O)O)O)N=O. Cell line: NCI-H322M. Synergy scores: CSS=19.8, Synergy_ZIP=-3.94, Synergy_Bliss=2.95, Synergy_Loewe=-7.10, Synergy_HSA=0.866. (2) Drug 1: CC1CCC2CC(C(=CC=CC=CC(CC(C(=O)C(C(C(=CC(C(=O)CC(OC(=O)C3CCCCN3C(=O)C(=O)C1(O2)O)C(C)CC4CCC(C(C4)OC)OCCO)C)C)O)OC)C)C)C)OC. Drug 2: CC1C(C(CC(O1)OC2CC(CC3=C2C(=C4C(=C3O)C(=O)C5=C(C4=O)C(=CC=C5)OC)O)(C(=O)CO)O)N)O.Cl. Cell line: U251. Synergy scores: CSS=42.5, Synergy_ZIP=-3.97, Synergy_Bliss=-2.47, Synergy_Loewe=-1.66, Synergy_HSA=1.75. (3) Drug 1: C(=O)(N)NO. Drug 2: C1CN(P(=O)(OC1)NCCCl)CCCl. Cell line: NCIH23. Synergy scores: CSS=0.763, Synergy_ZIP=-1.70, Synergy_Bliss=-3.38, Synergy_Loewe=-1.89, Synergy_HSA=-2.64.